Dataset: Full USPTO retrosynthesis dataset with 1.9M reactions from patents (1976-2016). Task: Predict the reactants needed to synthesize the given product. Given the product [Cl:1][C:2]1[C:3]2[N:4]([C:28]([CH2:29][CH:30]3[CH2:31][CH2:32]3)=[N:27][N:26]=2)[N:5]=[CH:6][C:7]=1[N:8]1[CH2:13][CH2:12][CH:11]([C:14]2[CH:19]=[C:18]([F:20])[C:17]([F:21])=[CH:16][C:15]=2[O:22][CH:23]([F:24])[F:25])[CH2:10][CH2:9]1, predict the reactants needed to synthesize it. The reactants are: [Cl:1][C:2]1[C:7]([N:8]2[CH2:13][CH2:12][CH:11]([C:14]3[CH:19]=[C:18]([F:20])[C:17]([F:21])=[CH:16][C:15]=3[O:22][CH:23]([F:25])[F:24])[CH2:10][CH2:9]2)=[CH:6][N:5]=[N:4][C:3]=1[NH:26][NH:27][C:28](=O)[CH2:29][CH:30]1[CH2:32][CH2:31]1.C1(P(C2C=CC=CC=2)C2C=CC=CC=2)C=CC=CC=1.N([Si](C)(C)C)=[N+]=[N-].CCOC(/N=N/C(OCC)=O)=O.C1(C)C=CC=CC=1.